This data is from Peptide-MHC class I binding affinity with 185,985 pairs from IEDB/IMGT. The task is: Regression. Given a peptide amino acid sequence and an MHC pseudo amino acid sequence, predict their binding affinity value. This is MHC class I binding data. (1) The peptide sequence is EVIRATYPS. The MHC is HLA-A02:01 with pseudo-sequence HLA-A02:01. The binding affinity (normalized) is 0.0847. (2) The binding affinity (normalized) is 0.695. The MHC is HLA-A02:03 with pseudo-sequence HLA-A02:03. The peptide sequence is ALAKAAAAI.